Dataset: Full USPTO retrosynthesis dataset with 1.9M reactions from patents (1976-2016). Task: Predict the reactants needed to synthesize the given product. (1) Given the product [C:6]([OH:5])(=[O:29])[CH3:11].[CH3:1][S:2]([O:5][C:6]1[CH:11]=[CH:10][C:9]([C:12]2([C:22]3[CH:27]=[CH:26][CH:25]=[C:24]([C:33]4[CH:32]=[N:15][CH:16]=[CH:12][N:13]=4)[CH:23]=3)[C:16]3=[N:17][CH2:18][CH2:19][CH2:20][N:15]3[C:14]([NH2:21])=[N:13]2)=[CH:8][CH:7]=1)(=[O:4])=[O:3], predict the reactants needed to synthesize it. The reactants are: [CH3:1][S:2]([O:5][C:6]1[CH:11]=[CH:10][C:9]([C:12]2([C:22]3[CH:27]=[CH:26][CH:25]=[C:24](Br)[CH:23]=3)[C:16]3=[N:17][CH2:18][CH2:19][CH2:20][N:15]3[C:14]([NH2:21])=[N:13]2)=[CH:8][CH:7]=1)(=[O:4])=[O:3].[O:29]1[CH2:33][CH2:32]CC1. (2) Given the product [C:20]1([N:19]2[C:1](=[O:9])[CH2:2][C:3](=[O:5])[N:18]2[C:12]2[CH:17]=[CH:16][CH:15]=[CH:14][CH:13]=2)[CH:21]=[CH:22][CH:23]=[CH:24][CH:25]=1, predict the reactants needed to synthesize it. The reactants are: [C:1]([O:9]CC)(=O)[CH2:2][C:3]([O:5]CC)=O.[C:12]1([NH:18][NH:19][C:20]2[CH:25]=[CH:24][CH:23]=[CH:22][CH:21]=2)[CH:17]=[CH:16][CH:15]=[CH:14][CH:13]=1.CO.C[O-].[Na+].